Task: Predict the reactants needed to synthesize the given product.. Dataset: Full USPTO retrosynthesis dataset with 1.9M reactions from patents (1976-2016) (1) Given the product [S:1]1[CH:5]=[CH:4][N:3]2[C:6]([CH2:9][C:10]3[CH:21]=[CH:20][C:13]4[N:14]=[C:15]([NH:22][C@@H:23]5[CH2:28][CH2:27][CH2:26][CH2:25][C@H:24]5[OH:29])[S:16][C:12]=4[CH:11]=3)=[CH:7][N:8]=[C:2]12, predict the reactants needed to synthesize it. The reactants are: [S:1]1[CH:5]=[CH:4][N:3]2[C:6]([CH2:9][C:10]3[CH:21]=[CH:20][C:13]4[N:14]=[C:15](S(C)=O)[S:16][C:12]=4[CH:11]=3)=[CH:7][N:8]=[C:2]12.[NH2:22][C@@H:23]1[CH2:28][CH2:27][CH2:26][CH2:25][C@H:24]1[OH:29].CCN(C(C)C)C(C)C.O. (2) Given the product [CH3:1][C:2]1([CH3:14])[CH2:3][CH2:4][CH:5]([CH2:8][C:9]([O:11][CH2:12][CH3:13])=[O:10])[CH2:6][CH2:7]1, predict the reactants needed to synthesize it. The reactants are: [CH3:1][C:2]1([CH3:14])[CH2:7][CH2:6][C:5](=[CH:8][C:9]([O:11][CH2:12][CH3:13])=[O:10])[CH:4]=[CH:3]1. (3) Given the product [F:1][C:2]1[CH:7]=[CH:6][C:5]([C:8]2[N:15]([CH3:14])[N:16]=[C:10]([CH3:11])[CH:9]=2)=[CH:4][CH:3]=1, predict the reactants needed to synthesize it. The reactants are: [F:1][C:2]1[CH:7]=[CH:6][C:5]([C:8](=O)[CH2:9][C:10](=O)[CH3:11])=[CH:4][CH:3]=1.[CH3:14][NH:15][NH2:16].FC(F)(F)C(O)=O.C(N(CC)CC)C. (4) Given the product [CH3:1][O:2][C:3]1[CH:4]=[CH:5][C:6]([CH2:7][N:8]2[C:13](=[O:14])[C:12]([CH:31]=[O:32])=[C:11]([N:15]3[CH2:16][CH2:17][O:18][CH2:19][CH2:20]3)[CH:10]=[N:9]2)=[CH:21][CH:22]=1, predict the reactants needed to synthesize it. The reactants are: [CH3:1][O:2][C:3]1[CH:22]=[CH:21][C:6]([CH2:7][N:8]2[C:13](=[O:14])[CH:12]=[C:11]([N:15]3[CH2:20][CH2:19][O:18][CH2:17][CH2:16]3)[CH:10]=[N:9]2)=[CH:5][CH:4]=1.O=P(Cl)(Cl)Cl.CN([CH:31]=[O:32])C.